This data is from Forward reaction prediction with 1.9M reactions from USPTO patents (1976-2016). The task is: Predict the product of the given reaction. Given the reactants [CH2:1]([NH:5][C:6]1[N:14]=[C:13]2[C:9]([N:10]=[C:11]([O:20]C)[N:12]2[CH2:15][CH2:16][CH2:17][CH2:18]Cl)=[C:8]([NH2:22])[N:7]=1)[CH2:2][CH2:3][CH3:4].[CH:23]1([N:28]2[CH2:33][CH2:32][NH:31][CH2:30][CH2:29]2)[CH2:27][CH2:26][CH2:25][CH2:24]1, predict the reaction product. The product is: [NH2:22][C:8]1[N:7]=[C:6]([NH:5][CH2:1][CH2:2][CH2:3][CH3:4])[N:14]=[C:13]2[C:9]=1[NH:10][C:11](=[O:20])[N:12]2[CH2:15][CH2:16][CH2:17][CH2:18][N:31]1[CH2:32][CH2:33][N:28]([CH:23]2[CH2:27][CH2:26][CH2:25][CH2:24]2)[CH2:29][CH2:30]1.